From a dataset of Full USPTO retrosynthesis dataset with 1.9M reactions from patents (1976-2016). Predict the reactants needed to synthesize the given product. The reactants are: [NH2:1][C:2]1[C:11]2[C:6](=[CH:7][CH:8]=[CH:9][C:10]=2[O:12][CH2:13][C:14]([NH2:17])([CH3:16])[CH3:15])[N:5]=[C:4]([CH3:18])[C:3]=1[C:19]([O:21][CH2:22][CH3:23])=[O:20].[C:24](O)(=[O:27])[CH2:25][CH3:26]. Given the product [NH2:1][C:2]1[C:11]2[C:6](=[CH:7][CH:8]=[CH:9][C:10]=2[O:12][CH2:13][C:14]([CH3:16])([NH:17][C:24](=[O:27])[CH2:25][CH3:26])[CH3:15])[N:5]=[C:4]([CH3:18])[C:3]=1[C:19]([O:21][CH2:22][CH3:23])=[O:20], predict the reactants needed to synthesize it.